This data is from Full USPTO retrosynthesis dataset with 1.9M reactions from patents (1976-2016). The task is: Predict the reactants needed to synthesize the given product. Given the product [ClH:18].[NH2:14][C@H:3]([CH2:4][C:5]1[CH:10]=[CH:9][CH:8]=[C:7]([N+:11]([O-:13])=[O:12])[CH:6]=1)[CH2:2][OH:1], predict the reactants needed to synthesize it. The reactants are: [OH:1][CH2:2][C@H:3]([NH:14]C(=O)C)[CH2:4][C:5]1[CH:10]=[CH:9][CH:8]=[C:7]([N+:11]([O-:13])=[O:12])[CH:6]=1.[ClH:18].